From a dataset of Reaction yield outcomes from USPTO patents with 853,638 reactions. Predict the reaction yield, written as a fraction of the theoretical maximum amount of product (1.0 means a 100% yield; for example, 0.34 means a 34% yield). (1) The reactants are Cl[C:2]1[C:7]([N+:8]([O-:10])=[O:9])=[CH:6][N:5]=[C:4]2[CH:11]=[CH:12][S:13][C:3]=12.[NH2:14][CH:15]1[CH2:20][CH2:19][N:18]([C:21]([O:23][C:24]([CH3:27])([CH3:26])[CH3:25])=[O:22])[CH2:17][CH:16]1[OH:28].C(N(CC)C(C)C)(C)C. The catalyst is C(O)(C)C.O. The product is [OH:28][CH:16]1[CH:15]([NH:14][C:2]2[C:7]([N+:8]([O-:10])=[O:9])=[CH:6][N:5]=[C:4]3[CH:11]=[CH:12][S:13][C:3]=23)[CH2:20][CH2:19][N:18]([C:21]([O:23][C:24]([CH3:27])([CH3:26])[CH3:25])=[O:22])[CH2:17]1. The yield is 0.890. (2) The reactants are CS(O[CH2:6][C@@H:7]1[CH2:12][CH2:11][C@H:10]([C:13]([O:15][CH2:16][CH2:17][CH2:18][CH3:19])=[O:14])[CH2:9][CH2:8]1)(=O)=O.[N-:20]=[N+:21]=[N-:22].[Na+]. The catalyst is CN(C)C=O. The product is [N:20]([CH2:6][C@@H:7]1[CH2:12][CH2:11][C@H:10]([C:13]([O:15][CH2:16][CH2:17][CH2:18][CH3:19])=[O:14])[CH2:9][CH2:8]1)=[N+:21]=[N-:22]. The yield is 0.980. (3) The reactants are Br[C:2]1[C:3]([CH2:10][O:11][CH2:12][O:13][CH3:14])=[N:4][C:5]([O:8][CH3:9])=[CH:6][CH:7]=1.CC(C)([O-])C.[Na+].[CH2:21]([NH2:23])[CH3:22]. The catalyst is O1CCCC1. The product is [CH2:21]([NH:23][C:2]1[C:3]([CH2:10][O:11][CH2:12][O:13][CH3:14])=[N:4][C:5]([O:8][CH3:9])=[CH:6][CH:7]=1)[CH3:22]. The yield is 0.740. (4) The reactants are CI.[Cl:3][C:4]1[CH:12]=[C:11]2[C:7]([CH:8]=[N:9][NH:10]2)=[C:6]([C:13]2[CH:18]=[C:17]([O:19]C)[N:16]=[CH:15][N:14]=2)[CH:5]=1.[C:21]([O-])([O-])=O.[K+].[K+].Br. The yield is 0.694. The catalyst is CS(C)=O.CC(O)=O. The product is [Cl:3][C:4]1[CH:12]=[C:11]2[C:7]([CH:8]=[N:9][N:10]2[CH3:21])=[C:6]([C:13]2[N:14]=[CH:15][N:16]=[C:17]([OH:19])[CH:18]=2)[CH:5]=1.[Cl:3][C:4]1[CH:5]=[C:6]([C:13]2[N:14]=[CH:15][N:16]=[C:17]([OH:19])[CH:18]=2)[C:7]2[C:11]([CH:12]=1)=[N:10][N:9]([CH3:21])[CH:8]=2. (5) The product is [F:16][C:10]1[CH:11]=[C:12]([I:15])[CH:13]=[CH:14][C:9]=1[NH:8][C:7]1[C:2]([NH:1][S:27]([CH:22]2[CH2:26][CH2:25][CH2:24][CH2:23]2)(=[O:29])=[O:28])=[C:3]2[S:21][CH2:20][CH2:19][N:4]2[C:5](=[O:18])[C:6]=1[CH3:17]. The reactants are [NH2:1][C:2]1[C:7]([NH:8][C:9]2[CH:14]=[CH:13][C:12]([I:15])=[CH:11][C:10]=2[F:16])=[C:6]([CH3:17])[C:5](=[O:18])[N:4]2[CH2:19][CH2:20][S:21][C:3]=12.[CH:22]1([S:27](Cl)(=[O:29])=[O:28])[CH2:26][CH2:25][CH2:24][CH2:23]1. The yield is 0.110. The catalyst is N1C=CC=CC=1. (6) The reactants are Cl[C:2]1[N:7]=[CH:6][N:5]=[C:4]([NH:8][C@H:9]2[C@@H:13]3[O:14][C:15]([CH3:18])([CH3:17])[O:16][C@@H:12]3[C@@H:11]([CH2:19][OH:20])[CH2:10]2)[CH:3]=1.[NH2:21][C@@H:22]1[C:30]2[C:25](=[CH:26][CH:27]=[CH:28][CH:29]=2)[CH2:24][CH2:23]1. The catalyst is C(Cl)Cl. The product is [C@@H:22]1([NH:21][C:2]2[N:7]=[CH:6][N:5]=[C:4]([NH:8][C@H:9]3[C@@H:13]4[O:14][C:15]([CH3:18])([CH3:17])[O:16][C@@H:12]4[C@@H:11]([CH2:19][OH:20])[CH2:10]3)[CH:3]=2)[C:30]2[C:25](=[CH:26][CH:27]=[CH:28][CH:29]=2)[CH2:24][CH2:23]1. The yield is 0.824. (7) The reactants are C1(P(C2C=CC=CC=2)C2C=CC=CC=2)C=CC=CC=1.BrBr.C(N(CC)CC)C.[CH2:29]([O:36][CH2:37][CH2:38][C@H:39]([NH:60][C:61](=[O:67])[O:62][C:63]([CH3:66])([CH3:65])[CH3:64])[C:40]([NH:42][N:43]1[CH:47]=[CH:46][C:45]([Br:48])=[C:44]1[C:49](=[O:59])[NH:50][C:51]1[CH:56]=[C:55]([F:57])[CH:54]=[C:53]([F:58])[CH:52]=1)=O)[C:30]1[CH:35]=[CH:34][CH:33]=[CH:32][CH:31]=1.C(=O)(O)[O-].[Na+]. The catalyst is ClCCl. The product is [CH2:29]([O:36][CH2:37][CH2:38][C@H:39]([NH:60][C:61](=[O:67])[O:62][C:63]([CH3:66])([CH3:65])[CH3:64])[C:40]1[N:50]([C:51]2[CH:56]=[C:55]([F:57])[CH:54]=[C:53]([F:58])[CH:52]=2)[C:49](=[O:59])[C:44]2=[C:45]([Br:48])[CH:46]=[CH:47][N:43]2[N:42]=1)[C:30]1[CH:35]=[CH:34][CH:33]=[CH:32][CH:31]=1. The yield is 0.740. (8) The reactants are [Cl:1][C:2]1[CH:7]=[CH:6][C:5]([CH2:8][N:9]2[CH2:13][CH2:12][S:11][C:10]2=[NH:14])=[CH:4][N:3]=1.C(N(CC)CC)C.[Br:22][CH2:23][C:24](Cl)=[O:25]. The catalyst is C(#N)C. The product is [Br:22][CH2:23][C:24](/[N:14]=[C:10]1\[S:11][CH2:12][CH2:13][N:9]\1[CH2:8][C:5]1[CH:4]=[N:3][C:2]([Cl:1])=[CH:7][CH:6]=1)=[O:25]. The yield is 0.530. (9) The reactants are [CH:1]1([C:7]2[CH:8]=[CH:9][C:10]3[O:14][C:13](B(O)O)=[CH:12][C:11]=3[CH:18]=2)[CH2:6][CH2:5][CH2:4][CH2:3][CH2:2]1.Br[C:20]1[CH:27]=[CH:26][C:23]([CH:24]=[O:25])=[C:22]([F:28])[CH:21]=1.C(N(CC)CC)C. The catalyst is C(O)C.Cl[Pd](Cl)([P](C1C=CC=CC=1)(C1C=CC=CC=1)C1C=CC=CC=1)[P](C1C=CC=CC=1)(C1C=CC=CC=1)C1C=CC=CC=1. The product is [CH:1]1([C:7]2[CH:8]=[CH:9][C:10]3[O:14][C:13]([C:20]4[CH:27]=[CH:26][C:23]([CH:24]=[O:25])=[C:22]([F:28])[CH:21]=4)=[CH:12][C:11]=3[CH:18]=2)[CH2:6][CH2:5][CH2:4][CH2:3][CH2:2]1. The yield is 0.490.